Dataset: Catalyst prediction with 721,799 reactions and 888 catalyst types from USPTO. Task: Predict which catalyst facilitates the given reaction. (1) Reactant: [F:1][C:2]([F:22])([F:21])[C:3]([C:9]([C:11]([F:20])([C:16]([F:19])([F:18])[F:17])[C:12]([F:15])([F:14])[F:13])=[O:10])([F:8])[C:4]([F:7])([F:6])[F:5].[CH3:23][Li].[C:25](Cl)(=[O:29])[C:26]([CH3:28])=[CH2:27]. Product: [C:25]([O:10][C:9]([C:11]([F:20])([C:12]([F:14])([F:13])[F:15])[C:16]([F:17])([F:18])[F:19])([C:3]([F:8])([C:4]([F:7])([F:6])[F:5])[C:2]([F:21])([F:22])[F:1])[CH3:23])(=[O:29])[C:26]([CH3:28])=[CH2:27]. The catalyst class is: 1. (2) Reactant: Cl[C:2]1[CH:7]=[CH:6][C:5]([NH:8][C:9]([NH:11][C:12]2[CH:28]=[CH:27][C:15]([O:16][C:17]3[CH:22]=[CH:21][N:20]=[C:19]([C:23](=[NH:26])[NH:24][CH3:25])[CH:18]=3)=[CH:14][CH:13]=2)=[O:10])=[CH:4][C:3]=1[C:29](F)(F)F.ClC1C=C[C:37]([NH:40]C(NC2C=CC(OC3C=CN=C(C#N)C=3)=CC=2)=O)=[CH:36]C=1C(F)(F)F.CCOC(C)=O.[NH4+].[OH-]. Product: [CH3:25][NH:24][C:23]([C:19]1[CH:18]=[C:17]([O:16][C:15]2[CH:27]=[CH:28][C:12]([NH:11][C:9]([NH:8][C:5]3[CH:4]=[C:3]4[C:2](=[CH:7][CH:6]=3)[N:40]=[CH:37][CH:36]=[CH:29]4)=[O:10])=[CH:13][CH:14]=2)[CH:22]=[CH:21][N:20]=1)=[NH:26]. The catalyst class is: 5. (3) Reactant: [CH2:1]([C:3]1[CH:11]=[C:6]2[CH2:7][CH2:8][CH2:9][CH2:10][N:5]2[N:4]=1)[CH3:2].[Br:12]Br. Product: [Br:12][C:11]1[C:3]([CH2:1][CH3:2])=[N:4][N:5]2[CH2:10][CH2:9][CH2:8][CH2:7][C:6]=12. The catalyst class is: 14. (4) Reactant: [NH2-].[Na+].[F:3][C:4]1[CH:9]=[CH:8][C:7]([NH:10][NH2:11])=[CH:6][CH:5]=1.Br[CH2:13][CH2:14][C:15]1[CH:20]=[CH:19][C:18]([F:21])=[CH:17][CH:16]=1. Product: [F:21][C:18]1[CH:19]=[CH:20][C:15]([CH2:14][CH2:13][N:10]([C:7]2[CH:8]=[CH:9][C:4]([F:3])=[CH:5][CH:6]=2)[NH2:11])=[CH:16][CH:17]=1. The catalyst class is: 7. (5) Reactant: [Br:1][C:2]1[CH:3]=[C:4]([C@:9]2([CH3:28])[CH2:14][C@@H:13]([C:15]([F:18])([F:17])[F:16])[O:12][C:11]([NH:19][C:20](=[O:27])[C:21]3[CH:26]=[CH:25][CH:24]=[CH:23][CH:22]=3)=[N:10]2)[C:5]([F:8])=[N:6][CH:7]=1.[C:29]([O:33][C:34](O[C:34]([O:33][C:29]([CH3:32])([CH3:31])[CH3:30])=[O:35])=[O:35])([CH3:32])([CH3:31])[CH3:30]. Product: [C:20]([N:19]([C:11]1[O:12][C@H:13]([C:15]([F:17])([F:18])[F:16])[CH2:14][C@:9]([C:4]2[C:5]([F:8])=[N:6][CH:7]=[C:2]([Br:1])[CH:3]=2)([CH3:28])[N:10]=1)[C:34](=[O:35])[O:33][C:29]([CH3:32])([CH3:31])[CH3:30])(=[O:27])[C:21]1[CH:22]=[CH:23][CH:24]=[CH:25][CH:26]=1. The catalyst class is: 172. (6) Reactant: [Cl:1][C:2]1[CH:9]=[CH:8][CH:7]=[C:6]([CH:10]2[CH2:12][CH2:11]2)[C:3]=1[CH:4]=[O:5]. Product: [Cl:1][C:2]1[CH:9]=[CH:8][CH:7]=[C:6]([CH:10]2[CH2:11][CH2:12]2)[C:3]=1[CH2:4][OH:5]. The catalyst class is: 5. (7) Reactant: [C:1]([O:5][C:6]([N:8]1[CH2:12][CH2:11][CH2:10][C@H:9]1[C:13](OC)=[NH:14])=[O:7])([CH3:4])([CH3:3])[CH3:2].[C:17]1([NH:23][NH2:24])[CH:22]=[CH:21][CH:20]=[CH:19][CH:18]=1.[CH2:25](N(CC)CC)C.N1C=CC=CC=1. Product: [C:1]([O:5][C:6]([N:8]1[CH2:12][CH2:11][CH2:10][C@H:9]1[C:13]1[N:14]=[CH:25][N:23]([C:17]2[CH:22]=[CH:21][CH:20]=[CH:19][CH:18]=2)[N:24]=1)=[O:7])([CH3:4])([CH3:3])[CH3:2]. The catalyst class is: 5. (8) Reactant: [CH3:1][O:2][C:3](=[O:23])[CH2:4][C:5]1[C:14]([CH3:15])=[C:13]([CH:16]2[CH2:21][CH2:20][NH:19][CH2:18][CH2:17]2)[C:12]2[C:7](=[CH:8][CH:9]=[C:10]([F:22])[CH:11]=2)[CH:6]=1.[CH3:24][O:25][C:26]1[CH:31]=[CH:30][CH:29]=[CH:28][C:27]=1[N:32]=[C:33]=[O:34]. Product: [CH3:1][O:2][C:3](=[O:23])[CH2:4][C:5]1[C:14]([CH3:15])=[C:13]([CH:16]2[CH2:17][CH2:18][N:19]([C:33](=[O:34])[NH:32][C:27]3[CH:28]=[CH:29][CH:30]=[CH:31][C:26]=3[O:25][CH3:24])[CH2:20][CH2:21]2)[C:12]2[C:7](=[CH:8][CH:9]=[C:10]([F:22])[CH:11]=2)[CH:6]=1. The catalyst class is: 34.